Dataset: Catalyst prediction with 721,799 reactions and 888 catalyst types from USPTO. Task: Predict which catalyst facilitates the given reaction. (1) Reactant: [CH3:1][C:2]1[N:7]=[C:6]([NH2:8])[CH:5]=[CH:4][N:3]=1.C[Al](C)C.[Cl:13][C:14]1[CH:15]=[C:16]([N:21]2[C:25]([CH3:26])=[C:24]([C:27](OCC)=[O:28])[N:23]=[N:22]2)[CH:17]=[CH:18][C:19]=1[F:20]. Product: [Cl:13][C:14]1[CH:15]=[C:16]([N:21]2[C:25]([CH3:26])=[C:24]([C:27]([NH:8][C:6]3[CH:5]=[CH:4][N:3]=[C:2]([CH3:1])[N:7]=3)=[O:28])[N:23]=[N:22]2)[CH:17]=[CH:18][C:19]=1[F:20]. The catalyst class is: 12. (2) Product: [Cl:3][C:4]1[CH:5]=[C:6]([C:14]([C@H:16]2[CH2:18][C@@H:17]2[C:19]([OH:21])=[O:20])=[O:15])[CH:7]=[CH:8][C:9]=1[O:10][CH:11]1[CH2:13][CH2:12]1. Reactant: [OH-].[Na+].[Cl:3][C:4]1[CH:5]=[C:6]([C:14]([C@H:16]2[CH2:18][C@@H:17]2[C:19]([O:21]C)=[O:20])=[O:15])[CH:7]=[CH:8][C:9]=1[O:10][CH:11]1[CH2:13][CH2:12]1. The catalyst class is: 1.